From a dataset of Forward reaction prediction with 1.9M reactions from USPTO patents (1976-2016). Predict the product of the given reaction. Given the reactants [Cl:1][C:2]1[CH:7]=[CH:6][C:5]([CH:8]2[N:12]([C:13]3[CH:14]=[C:15]([CH3:23])[C:16]4[N:17]([C:19]([CH3:22])=[N:20][N:21]=4)[CH:18]=3)[C:11](=[O:24])[CH:10]([C:25]([CH:27]3[CH2:29][CH2:28]3)=O)[C:9]2=O)=[CH:4][CH:3]=1.[CH3:31][NH:32][NH2:33], predict the reaction product. The product is: [Cl:1][C:2]1[CH:7]=[CH:6][C:5]([CH:8]2[C:9]3[N:32]([CH3:31])[N:33]=[C:25]([CH:27]4[CH2:28][CH2:29]4)[C:10]=3[C:11](=[O:24])[N:12]2[C:13]2[CH:14]=[C:15]([CH3:23])[C:16]3[N:17]([C:19]([CH3:22])=[N:20][N:21]=3)[CH:18]=2)=[CH:4][CH:3]=1.